This data is from Reaction yield outcomes from USPTO patents with 853,638 reactions. The task is: Predict the reaction yield, written as a fraction of the theoretical maximum amount of product (1.0 means a 100% yield; for example, 0.34 means a 34% yield). The reactants are C(NC1C=CC(C2C=C3C(CN([C@@H](C(C)C)C(O)=O)C3=O)=CC=2)=CC=1)(=O)C1C=CC=CC=1.[CH3:33][C:34]([N:40]1[CH2:48][C:47]2[C:42](=[CH:43][C:44]([C:49]3[CH:54]=[CH:53][C:52]([NH:55][C:56](=[O:68])[C:57]4[CH:62]=[CH:61][C:60]([CH2:63][CH2:64][CH2:65][CH2:66][CH3:67])=[CH:59][CH:58]=4)=[CH:51][CH:50]=3)=[CH:45][CH:46]=2)[C:41]1=[O:69])([CH3:39])[C:35]([O:37]C)=[O:36]. No catalyst specified. The product is [CH3:33][C:34]([N:40]1[CH2:48][C:47]2[C:42](=[CH:43][C:44]([C:49]3[CH:54]=[CH:53][C:52]([NH:55][C:56](=[O:68])[C:57]4[CH:58]=[CH:59][C:60]([CH2:63][CH2:64][CH2:65][CH2:66][CH3:67])=[CH:61][CH:62]=4)=[CH:51][CH:50]=3)=[CH:45][CH:46]=2)[C:41]1=[O:69])([CH3:39])[C:35]([OH:37])=[O:36]. The yield is 0.770.